From a dataset of Full USPTO retrosynthesis dataset with 1.9M reactions from patents (1976-2016). Predict the reactants needed to synthesize the given product. (1) The reactants are: Br[C:2]1[N:10]([CH2:11][CH2:12][CH:13]([CH3:15])[CH3:14])[C:9]2[C:8](=[O:16])[N:7]([CH2:17][CH2:18][CH2:19][O:20][Si](C(C)(C)C)(C)C)[C:6](=[O:28])[N:5]([CH3:29])[C:4]=2[N:3]=1.[F:30][C:31]1[CH:32]=[C:33]([OH:37])[CH:34]=[CH:35][CH:36]=1.C(=O)([O-])[O-].[K+].[K+].Cl. Given the product [F:30][C:31]1[CH:32]=[C:33]([CH:34]=[CH:35][CH:36]=1)[O:37][C:2]1[N:10]([CH2:11][CH2:12][CH:13]([CH3:14])[CH3:15])[C:9]2[C:8](=[O:16])[N:7]([CH2:17][CH2:18][CH2:19][OH:20])[C:6](=[O:28])[N:5]([CH3:29])[C:4]=2[N:3]=1, predict the reactants needed to synthesize it. (2) The reactants are: [CH3:1][C:2]1([CH3:42])C2C(=C(P(C3C=CC=CC=3)C3C=CC=CC=3)C=CC=2)OC2C(P(C3C=CC=CC=3)C3C=CC=CC=3)=CC=C[C:3]1=2.[N:43]#N.Br[C:46]1[CH:47]=[N:48][CH:49]=[C:50]([F:67])[C:51]=1[N:52]1[CH2:57][CH2:56][CH:55]([C:58]([N:60]2[CH2:65][CH2:64][N:63]([CH3:66])[CH2:62][CH2:61]2)=[O:59])[CH2:54][CH2:53]1.[C:68]([O-:71])([O-])=[O:69].[Cs+].[Cs+]. Given the product [F:67][C:50]1[C:51]([N:52]2[CH2:57][CH2:56][CH:55]([C:58]([N:60]3[CH2:65][CH2:64][N:63]([CH3:66])[CH2:62][CH2:61]3)=[O:59])[CH2:54][CH2:53]2)=[C:46]([NH:43][C:68](=[O:69])[O:71][C:2]([CH3:42])([CH3:3])[CH3:1])[CH:47]=[N:48][CH:49]=1, predict the reactants needed to synthesize it. (3) Given the product [ClH:27].[CH3:1][C:2]1([CH3:26])[CH2:6][CH2:5][S:4](=[O:7])(=[O:8])[N:3]1[C:9]1[C:20]([S:21]([CH3:24])(=[O:23])=[O:22])=[CH:19][C:12]([C:13]([NH:15][C:16]([NH2:18])=[NH:17])=[O:14])=[C:11]([CH3:25])[CH:10]=1, predict the reactants needed to synthesize it. The reactants are: [CH3:1][C:2]1([CH3:26])[CH2:6][CH2:5][S:4](=[O:8])(=[O:7])[N:3]1[C:9]1[C:20]([S:21]([CH3:24])(=[O:23])=[O:22])=[CH:19][C:12]([C:13]([NH:15][C:16]([NH2:18])=[NH:17])=[O:14])=[C:11]([CH3:25])[CH:10]=1.[ClH:27]. (4) Given the product [C:1]1([C:7]2[N:8]=[C:9]([CH2:12][NH:13][C:24](=[O:25])[C:23]3[CH:27]=[CH:28][CH:29]=[C:21]([C:18]4[N:17]=[C:16]([C:15]([F:31])([F:30])[F:14])[O:20][N:19]=4)[CH:22]=3)[S:10][CH:11]=2)[CH:2]=[CH:3][CH:4]=[CH:5][CH:6]=1, predict the reactants needed to synthesize it. The reactants are: [C:1]1([C:7]2[N:8]=[C:9]([CH2:12][NH2:13])[S:10][CH:11]=2)[CH:6]=[CH:5][CH:4]=[CH:3][CH:2]=1.[F:14][C:15]([F:31])([F:30])[C:16]1[O:20][N:19]=[C:18]([C:21]2[CH:22]=[C:23]([CH:27]=[CH:28][CH:29]=2)[C:24](O)=[O:25])[N:17]=1.